This data is from NCI-60 drug combinations with 297,098 pairs across 59 cell lines. The task is: Regression. Given two drug SMILES strings and cell line genomic features, predict the synergy score measuring deviation from expected non-interaction effect. (1) Drug 1: CS(=O)(=O)C1=CC(=C(C=C1)C(=O)NC2=CC(=C(C=C2)Cl)C3=CC=CC=N3)Cl. Drug 2: C1CCC(CC1)NC(=O)N(CCCl)N=O. Cell line: MDA-MB-435. Synergy scores: CSS=15.6, Synergy_ZIP=8.59, Synergy_Bliss=14.3, Synergy_Loewe=2.90, Synergy_HSA=6.52. (2) Cell line: SF-539. Drug 2: CC(C)(C#N)C1=CC(=CC(=C1)CN2C=NC=N2)C(C)(C)C#N. Synergy scores: CSS=17.5, Synergy_ZIP=-4.39, Synergy_Bliss=-3.52, Synergy_Loewe=0.0421, Synergy_HSA=-0.862. Drug 1: CC(CN1CC(=O)NC(=O)C1)N2CC(=O)NC(=O)C2. (3) Drug 1: CC12CCC(CC1=CCC3C2CCC4(C3CC=C4C5=CN=CC=C5)C)O. Drug 2: CC1CCCC2(C(O2)CC(NC(=O)CC(C(C(=O)C(C1O)C)(C)C)O)C(=CC3=CSC(=N3)C)C)C. Cell line: COLO 205. Synergy scores: CSS=12.6, Synergy_ZIP=3.63, Synergy_Bliss=8.66, Synergy_Loewe=0.411, Synergy_HSA=2.86. (4) Drug 2: C1CC(=O)NC(=O)C1N2C(=O)C3=CC=CC=C3C2=O. Cell line: BT-549. Drug 1: CN(C)N=NC1=C(NC=N1)C(=O)N. Synergy scores: CSS=1.32, Synergy_ZIP=0.357, Synergy_Bliss=-0.0778, Synergy_Loewe=-0.348, Synergy_HSA=-1.27. (5) Cell line: HS 578T. Synergy scores: CSS=32.6, Synergy_ZIP=6.30, Synergy_Bliss=4.53, Synergy_Loewe=-5.44, Synergy_HSA=3.92. Drug 1: COC1=CC(=CC(=C1O)OC)C2C3C(COC3=O)C(C4=CC5=C(C=C24)OCO5)OC6C(C(C7C(O6)COC(O7)C8=CC=CS8)O)O. Drug 2: CC12CCC3C(C1CCC2OP(=O)(O)O)CCC4=C3C=CC(=C4)OC(=O)N(CCCl)CCCl.[Na+]. (6) Drug 1: COCCOC1=C(C=C2C(=C1)C(=NC=N2)NC3=CC=CC(=C3)C#C)OCCOC.Cl. Drug 2: CC1C(C(CC(O1)OC2CC(CC3=C2C(=C4C(=C3O)C(=O)C5=CC=CC=C5C4=O)O)(C(=O)C)O)N)O. Cell line: HOP-62. Synergy scores: CSS=47.9, Synergy_ZIP=-1.96, Synergy_Bliss=-1.25, Synergy_Loewe=0.674, Synergy_HSA=1.46. (7) Drug 1: COC1=C(C=C2C(=C1)N=CN=C2NC3=CC(=C(C=C3)F)Cl)OCCCN4CCOCC4. Drug 2: C1CN1P(=S)(N2CC2)N3CC3. Cell line: CAKI-1. Synergy scores: CSS=47.9, Synergy_ZIP=-3.94, Synergy_Bliss=-2.16, Synergy_Loewe=-10.1, Synergy_HSA=2.05.